Dataset: Catalyst prediction with 721,799 reactions and 888 catalyst types from USPTO. Task: Predict which catalyst facilitates the given reaction. (1) Reactant: [CH:1]1([NH:4][C:5]2[CH:10]=[CH:9][CH:8]=[CH:7][C:6]=2[NH:11][C:12](=O)[CH2:13][CH2:14][CH2:15][CH2:16][CH2:17][CH2:18][C:19]([O:21][CH3:22])=[O:20])[CH2:3][CH2:2]1.C(O)(=O)C. Product: [CH:1]1([N:4]2[C:5]3[CH:10]=[CH:9][CH:8]=[CH:7][C:6]=3[N:11]=[C:12]2[CH2:13][CH2:14][CH2:15][CH2:16][CH2:17][CH2:18][C:19]([O:21][CH3:22])=[O:20])[CH2:3][CH2:2]1. The catalyst class is: 11. (2) Reactant: [CH2:1]([O:5][CH2:6][CH2:7][O:8][C:9]1[CH:14]=[CH:13][C:12]([C:15]2[CH:16]=[CH:17][C:18]3[N:24]([CH2:25][CH:26]([CH3:28])[CH3:27])[CH2:23][CH2:22][C:21]([C:29]([NH:31][C:32]4[CH:37]=[CH:36][C:35]([S:38][CH2:39][C:40]5[N:44]([CH2:45][CH:46]([CH3:48])[CH3:47])[C:43]([S:49][CH2:50][CH3:51])=[N:42][N:41]=5)=[CH:34][CH:33]=4)=[O:30])=[CH:20][C:19]=3[CH:52]=2)=[CH:11][CH:10]=1)[CH2:2][CH2:3][CH3:4].ClC1C=CC=C(C(OO)=[O:61])C=1.S([O-])([O-])(=O)=S.[Na+].[Na+]. Product: [CH2:1]([O:5][CH2:6][CH2:7][O:8][C:9]1[CH:10]=[CH:11][C:12]([C:15]2[CH:16]=[CH:17][C:18]3[N:24]([CH2:25][CH:26]([CH3:27])[CH3:28])[CH2:23][CH2:22][C:21]([C:29]([NH:31][C:32]4[CH:33]=[CH:34][C:35]([S:38]([CH2:39][C:40]5[N:44]([CH2:45][CH:46]([CH3:48])[CH3:47])[C:43]([S:49][CH2:50][CH3:51])=[N:42][N:41]=5)=[O:61])=[CH:36][CH:37]=4)=[O:30])=[CH:20][C:19]=3[CH:52]=2)=[CH:13][CH:14]=1)[CH2:2][CH2:3][CH3:4]. The catalyst class is: 4. (3) Reactant: [N:1]([CH2:4][CH:5]1[CH2:9][C:8]2[CH:10]=[C:11]([Cl:19])[CH:12]=[C:13]([C:14]3[CH:18]=[CH:17][S:16][CH:15]=3)[C:7]=2[O:6]1)=[N+]=[N-]. Product: [Cl:19][C:11]1[CH:12]=[C:13]([C:14]2[CH:18]=[CH:17][S:16][CH:15]=2)[C:7]2[O:6][CH:5]([CH2:4][NH2:1])[CH2:9][C:8]=2[CH:10]=1. The catalyst class is: 553. (4) Reactant: [NH2:1][C:2]1[C:11]2[C:6](=[N:7][C:8]([C:19]3[CH:24]=[CH:23][C:22]([Cl:25])=[CH:21][C:20]=3[Cl:26])=[C:9]([C:12]3[CH:17]=[CH:16][C:15]([Cl:18])=[CH:14][CH:13]=3)[CH:10]=2)[N:5]([CH2:27][CH:28]([CH3:30])[CH3:29])[C:4](=[O:31])[C:3]=1[Cl:32].[C:33](OC(=O)C)(=[O:35])[CH3:34].[O:40]1CCO[CH2:42][CH2:41]1. Product: [C:33]([N:1]([C:2]1[C:11]2[C:6](=[N:7][C:8]([C:19]3[CH:24]=[CH:23][C:22]([Cl:25])=[CH:21][C:20]=3[Cl:26])=[C:9]([C:12]3[CH:13]=[CH:14][C:15]([Cl:18])=[CH:16][CH:17]=3)[CH:10]=2)[N:5]([CH2:27][CH:28]([CH3:29])[CH3:30])[C:4](=[O:31])[C:3]=1[Cl:32])[C:41](=[O:40])[CH3:42])(=[O:35])[CH3:34]. The catalyst class is: 142. (5) Product: [CH2:6]([O:30][CH2:17][C@@H:18]1[CH:19]=[CH:20][CH2:15][C@H:14]1[OH:13])[C:7]1[CH:2]=[CH:3][CH:4]=[CH:5][CH:8]=1. Reactant: C[C:2]1[C@H:7]2[C:8](C)(C)[C@H:5]([CH2:6]2)[CH2:4][CH:3]=1.ClC[O:13][CH2:14][C:15]1[CH:20]=[CH:19][CH:18]=[CH:17]C=1.[CH-]1C=CC=C1.[Na+].C1C[O:30]CC1. The catalyst class is: 3. (6) Reactant: [Cl:1][C:2]1[CH:8]=[C:7]([O:9][C:10]2[C:19]3[C:14](=[CH:15][C:16]([O:22][CH3:23])=[C:17]([O:20][CH3:21])[CH:18]=3)[N:13]=[CH:12][N:11]=2)[CH:6]=[CH:5][C:3]=1[NH2:4].C1(C)C=CC=CC=1.C(N(CC)CC)C.Cl[C:39](Cl)([O:41]C(=O)OC(Cl)(Cl)Cl)Cl.[F:50][C:51]([F:62])([F:61])[C:52]1[CH:53]=[C:54]([CH:58]=[CH:59][CH:60]=1)[CH:55]([OH:57])[CH3:56]. The catalyst class is: 2. Product: [Cl:1][C:2]1[CH:8]=[C:7]([O:9][C:10]2[C:19]3[C:14](=[CH:15][C:16]([O:22][CH3:23])=[C:17]([O:20][CH3:21])[CH:18]=3)[N:13]=[CH:12][N:11]=2)[CH:6]=[CH:5][C:3]=1[NH:4][C:39](=[O:41])[O:57][CH:55]([C:54]1[CH:58]=[CH:59][CH:60]=[C:52]([C:51]([F:61])([F:62])[F:50])[CH:53]=1)[CH3:56]. (7) Product: [Cl:1][C:2]1[CH:23]=[CH:22][CH:21]=[C:20]([C:24]([F:26])([F:27])[F:25])[C:3]=1[C:4]([N:6]1[C:14]2[C:9](=[N:10][CH:11]=[C:12]([C:15]([OH:17])=[O:16])[CH:13]=2)[C:8]([I:19])=[N:7]1)=[O:5]. The catalyst class is: 20. Reactant: [Cl:1][C:2]1[CH:23]=[CH:22][CH:21]=[C:20]([C:24]([F:27])([F:26])[F:25])[C:3]=1[C:4]([N:6]1[C:14]2[C:9](=[N:10][CH:11]=[C:12]([C:15]([O:17]C)=[O:16])[CH:13]=2)[C:8]([I:19])=[N:7]1)=[O:5].[Li+].[OH-].Cl. (8) Reactant: [NH2:1][C:2]1[C:7]([C:8]#[N:9])=[CH:6][N:5]=[C:4]([CH3:10])[N:3]=1.N.[H][H]. Product: [NH2:9][CH2:8][C:7]1[C:2]([NH2:1])=[N:3][C:4]([CH3:10])=[N:5][CH:6]=1. The catalyst class is: 227. (9) Reactant: [C:1]([O:5][C:6](=[O:34])[N:7]([C:16]1[S:17][C@:18]2([CH2:32][F:33])[C@H:20]([C@:21]([C:24]3[C:25]([F:31])=[N:26][CH:27]=[C:28]([NH2:30])[CH:29]=3)([CH3:23])[N:22]=1)[CH2:19]2)[CH2:8][O:9][CH2:10][CH2:11][Si:12]([CH3:15])([CH3:14])[CH3:13])([CH3:4])([CH3:3])[CH3:2].[CH2:35]([O:38][C:39]1[N:40]=[CH:41][C:42]([C:45](O)=[O:46])=[N:43][CH:44]=1)[C:36]#[CH:37].CN(C(ON1N=NC2C=CC=NC1=2)=[N+](C)C)C.F[P-](F)(F)(F)(F)F. Product: [C:1]([O:5][C:6](=[O:34])[N:7]([C:16]1[S:17][C@:18]2([CH2:32][F:33])[C@H:20]([C@:21]([C:24]3[C:25]([F:31])=[N:26][CH:27]=[C:28]([NH:30][C:45]([C:42]4[CH:41]=[N:40][C:39]([O:38][CH2:35][C:36]#[CH:37])=[CH:44][N:43]=4)=[O:46])[CH:29]=3)([CH3:23])[N:22]=1)[CH2:19]2)[CH2:8][O:9][CH2:10][CH2:11][Si:12]([CH3:15])([CH3:14])[CH3:13])([CH3:2])([CH3:4])[CH3:3]. The catalyst class is: 3. (10) Reactant: [CH3:1][C:2]1[N:6]=[C:5]([CH3:7])[S:4][C:3]=1/[CH:8]=[CH:9]/[C:10](N(C)C)=O.[N+]([O-])(O)=O.[CH3:19][S:20]([C:23]1[CH:28]=[CH:27][C:26]([NH:29][C:30]([NH2:32])=[NH:31])=[CH:25][CH:24]=1)(=[O:22])=[O:21]. Product: [CH3:7][C:5]1[S:4][C:3]([C:8]2[CH:9]=[CH:10][N:32]=[C:30]([NH:29][C:26]3[CH:25]=[CH:24][C:23]([S:20]([CH3:19])(=[O:21])=[O:22])=[CH:28][CH:27]=3)[N:31]=2)=[C:2]([CH3:1])[N:6]=1. The catalyst class is: 23.